From a dataset of Forward reaction prediction with 1.9M reactions from USPTO patents (1976-2016). Predict the product of the given reaction. Given the reactants [O:1]=[C:2]1[C:11]2[C:6](=[CH:7][CH:8]=[CH:9][CH:10]=2)[NH:5][CH:4]=[C:3]1[C:12]([O:14]CC)=[O:13].[OH-].[Na+], predict the reaction product. The product is: [O:1]=[C:2]1[C:11]2[C:6](=[CH:7][CH:8]=[CH:9][CH:10]=2)[NH:5][CH:4]=[C:3]1[C:12]([OH:14])=[O:13].